From a dataset of NCI-60 drug combinations with 297,098 pairs across 59 cell lines. Regression. Given two drug SMILES strings and cell line genomic features, predict the synergy score measuring deviation from expected non-interaction effect. Drug 2: CNC(=O)C1=NC=CC(=C1)OC2=CC=C(C=C2)NC(=O)NC3=CC(=C(C=C3)Cl)C(F)(F)F. Synergy scores: CSS=29.0, Synergy_ZIP=13.5, Synergy_Bliss=10.6, Synergy_Loewe=-2.40, Synergy_HSA=-2.34. Drug 1: CC1=C(C(CCC1)(C)C)C=CC(=CC=CC(=CC(=O)O)C)C. Cell line: SR.